From a dataset of Forward reaction prediction with 1.9M reactions from USPTO patents (1976-2016). Predict the product of the given reaction. Given the reactants [H-].[Na+].[Br:3][C:4]1[CH:5]=[C:6]([CH:20]=[CH:21][C:22]=1[F:23])[C:7]([C:9]1[CH:18]=[C:17]([CH3:19])[C:12]2[NH:13][C:14](=[O:16])[O:15][C:11]=2[CH:10]=1)=[O:8].I[CH3:25], predict the reaction product. The product is: [Br:3][C:4]1[CH:5]=[C:6]([CH:20]=[CH:21][C:22]=1[F:23])[C:7]([C:9]1[CH:18]=[C:17]([CH3:19])[C:12]2[N:13]([CH3:25])[C:14](=[O:16])[O:15][C:11]=2[CH:10]=1)=[O:8].